Dataset: Forward reaction prediction with 1.9M reactions from USPTO patents (1976-2016). Task: Predict the product of the given reaction. (1) Given the reactants [Si]([O:8][C:9]1[C:10](=[O:15])[NH:11][CH:12]=[CH:13][CH:14]=1)(C(C)(C)C)(C)C.C([Li])CCC.[CH3:21][C:22]1[CH:27]=[CH:26][C:25]([S:28](Cl)(=[O:30])=[O:29])=[CH:24][CH:23]=1.O, predict the reaction product. The product is: [CH3:21][C:22]1[CH:27]=[CH:26][C:25]([S:28]([N:11]2[CH:12]=[CH:13][CH:14]=[C:9]([OH:8])[C:10]2=[O:15])(=[O:30])=[O:29])=[CH:24][CH:23]=1. (2) Given the reactants C([O:9][CH2:10][CH2:11][N:12]1[C:20]2[C:19](Cl)=[N:18][CH:17]=[N:16][C:15]=2[CH:14]=[CH:13]1)(=O)C1C=CC=CC=1.[NH2:22][C:23]1[CH:45]=[CH:44][C:26]([O:27][C:28]2[CH:29]=[C:30]([C:34]3([C:37]([NH:39][C:40]([CH3:43])([CH3:42])[CH3:41])=[O:38])[CH2:36][CH2:35]3)[CH:31]=[CH:32][CH:33]=2)=[C:25]([Cl:46])[CH:24]=1.[OH-].[Na+], predict the reaction product. The product is: [C:40]([NH:39][C:37]([C:34]1([C:30]2[CH:31]=[CH:32][CH:33]=[C:28]([O:27][C:26]3[CH:44]=[CH:45][C:23]([NH:22][C:19]4[C:20]5[N:12]([CH2:11][CH2:10][OH:9])[CH:13]=[CH:14][C:15]=5[N:16]=[CH:17][N:18]=4)=[CH:24][C:25]=3[Cl:46])[CH:29]=2)[CH2:35][CH2:36]1)=[O:38])([CH3:43])([CH3:41])[CH3:42]. (3) Given the reactants FC(F)(F)C(O)=O.[F:8][C:9]1[C:10]([C:33]([F:36])([F:35])[F:34])=[C:11]([CH:16]2[CH2:21][CH2:20][N:19]([C:22]([C:24]3[C:32]4[CH2:31][CH2:30][NH:29][CH2:28][C:27]=4[NH:26][N:25]=3)=[O:23])[CH2:18][CH2:17]2)[CH:12]=[CH:13][C:14]=1[F:15].[CH3:37][CH:38]([CH3:43])[CH2:39][C:40](Cl)=[O:41], predict the reaction product. The product is: [F:8][C:9]1[C:10]([C:33]([F:34])([F:35])[F:36])=[C:11]([CH:16]2[CH2:17][CH2:18][N:19]([C:22]([C:24]3[C:32]4[CH2:31][CH2:30][N:29]([C:40](=[O:41])[CH2:39][CH:38]([CH3:43])[CH3:37])[CH2:28][C:27]=4[NH:26][N:25]=3)=[O:23])[CH2:20][CH2:21]2)[CH:12]=[CH:13][C:14]=1[F:15].